Binary Classification. Given a miRNA mature sequence and a target amino acid sequence, predict their likelihood of interaction. From a dataset of Experimentally validated miRNA-target interactions with 360,000+ pairs, plus equal number of negative samples. (1) The miRNA is hsa-miR-3202 with sequence UGGAAGGGAGAAGAGCUUUAAU. The protein sequence of the target gene is MVMEKPSPLLVGREFVRQYYTLLNQAPDMLHRFYGKNSSYVHGGLDSNGKPADAVYGQKEIHRKVMSQNFTNCHTKIRHVDAHATLNDGVVVQVMGLLSNNNQALRRFMQTFVLAPEGSVANKFYVHNDIFRYQDEVFGGFVTEPQEESEEEVEEPEERQQTPEVVPDDSGTFYDQAVVSNDMEEHLEEPVAEPEPDPEPEPEQEPVSEIQEEKPEPVLEETAPEDAQKSSSPAPADIAQTVQEDLRTFSWASVTSKNLPPSGAVPVTGIPPHVVKVPASQPRPESKPESQIPPQRPQRD.... Result: 1 (interaction). (2) The miRNA is hsa-miR-3157-3p with sequence CUGCCCUAGUCUAGCUGAAGCU. The protein sequence of the target gene is MSAKLGKSSSLLTQTSEECNGILTEKMEEEEQTCDPDSSLHWSSSYSPETFRQQFRQFGYQDSPGPHEALSRLWELCHLWLRPEVHTKEQILELLVLEQFLAILPKELQAWVQKHHPENGEETVTMLEDVERELDGPKQIFFGRRKDMIAEKLAPSEITEELPSSQLMPVKKQLQGASWELQSLRPHDEDIKTTNVKSASRQKTSLGIELHCNVSNILHMNGSQSSTYRGTYEQDGRFEKRQGNPSWKKQQKCDECGKIFSQSSALILHQRIHSGKKPYACDECAKAFSRSAILIQHRRT.... Result: 0 (no interaction). (3) The miRNA is hsa-miR-4252 with sequence GGCCACUGAGUCAGCACCA. The protein sequence of the target gene is MPHKIGFVVVSSSGHEDGFSARELMIHAPTVSGWRSPRFCQFPQEIVLQMVERCRIRKLQLLAHQYMISSKIEFYISESLPEYFAPYQAERFRRLGYVSLCDNEKTGCKARELKSVYVDAVGQFLKLIFHQNHVNKYNIYNQVALVAINIIGDPADFSDESNTASREKLIDHYLGHNSEDPALEGTYARKSDYISPLDDLAFDMYQDPEVAQIIRKLDERKREAVQKERYDYAKKLKQAIADLQKVGERLGRYEVEKRCAVEKEDYDLAKEKKQQMEQYRAEVYEQLELHSLLDAELMRR.... Result: 1 (interaction).